From a dataset of Reaction yield outcomes from USPTO patents with 853,638 reactions. Predict the reaction yield, written as a fraction of the theoretical maximum amount of product (1.0 means a 100% yield; for example, 0.34 means a 34% yield). (1) The reactants are [CH:1](=O)[C:2]1[CH:7]=[CH:6][CH:5]=[CH:4][CH:3]=1.[CH3:9][C:10](=[O:14])[CH2:11][CH2:12][CH3:13].[OH-].[Na+]. No catalyst specified. The product is [CH:9]([C:10]([CH2:11][CH2:12][CH3:13])=[O:14])=[CH:1][C:2]1[CH:7]=[CH:6][CH:5]=[CH:4][CH:3]=1. The yield is 0.797. (2) The reactants are [H-].[Al+3].[Li+].[H-].[H-].[H-].[CH3:7][O:8][C:9]1[C:10]([CH3:19])=[C:11]([CH:16]=[CH:17][CH:18]=1)[C:12](OC)=[O:13].OS(O)(=O)=O. The catalyst is C1COCC1. The product is [CH3:7][O:8][C:9]1[C:10]([CH3:19])=[C:11]([CH2:12][OH:13])[CH:16]=[CH:17][CH:18]=1. The yield is 0.958. (3) The reactants are [I:1][C:2]1[CH:7]=[CH:6][CH:5]=[CH:4][C:3]=1[OH:8].[H-].[Na+].Br[CH2:12][CH:13]=[CH:14][CH2:15][CH3:16]. The catalyst is CN(C=O)C. The product is [I:1][C:2]1[CH:7]=[CH:6][CH:5]=[CH:4][C:3]=1[O:8][CH2:12][CH:13]=[CH:14][CH2:15][CH3:16]. The yield is 0.990. (4) The reactants are [CH3:1][O:2][C:3]([CH:5]1[CH2:9][CH2:8][C:7](=[O:10])[N:6]1[C:11]([O:13][C:14]([CH3:17])([CH3:16])[CH3:15])=[O:12])=[O:4].CC(C[AlH]CC(C)C)C.C(O)(C)C.C(C(C(C([O-])=O)O)O)([O-])=O.[Na+].[K+]. The catalyst is C1COCC1.O.CCOCC. The product is [CH3:1][O:2][C:3]([CH:5]1[CH2:9][CH2:8][CH:7]([OH:10])[N:6]1[C:11]([O:13][C:14]([CH3:17])([CH3:16])[CH3:15])=[O:12])=[O:4]. The yield is 0.850. (5) The reactants are [O:1]1[C:6]2[CH:7]=[CH:8][CH:9]=[CH:10][C:5]=2[O:4][CH2:3][CH:2]1[CH2:11][NH2:12].F[C:14]1[CH:22]=[N:21][CH:20]=[CH:19][C:15]=1[C:16]([OH:18])=[O:17]. No catalyst specified. The product is [O:1]1[C:6]2[CH:7]=[CH:8][CH:9]=[CH:10][C:5]=2[O:4][CH2:3][CH:2]1[CH2:11][NH:12][C:19]1[CH:20]=[N:21][CH:22]=[CH:14][C:15]=1[C:16]([OH:18])=[O:17]. The yield is 0.0600. (6) The reactants are [NH2:1][C@H:2]([C:11]([OH:13])=[O:12])[CH2:3][C:4]1[CH:9]=[CH:8][C:7]([OH:10])=[CH:6][CH:5]=1.[C:14]([O:18][C:19](O[C:19]([O:18][C:14]([CH3:17])([CH3:16])[CH3:15])=[O:20])=[O:20])([CH3:17])([CH3:16])[CH3:15].[OH-:29].[K+]. The catalyst is O.C(O)(C)C. The product is [C:19]([NH:1][C@H:2]([C:11]([OH:13])=[O:12])[CH2:3][C:4]1[CH:5]=[CH:6][C:7]([O:10][C:19]([O:18][C:14]([CH3:17])([CH3:16])[CH3:15])=[O:20])=[CH:8][CH:9]=1)([O:18][C:14]([CH3:17])([CH3:16])[CH3:15])=[O:29]. The yield is 0.920. (7) The reactants are [Br:1][C:2]1[C:3]([CH3:9])=[C:4]([CH:6]=[CH:7][CH:8]=1)[NH2:5].C[Al](C)C.[O:14]=[C:15]1[C:23]2[C:18](=[CH:19][CH:20]=[C:21]([C:24]#[N:25])[CH:22]=2)[CH2:17][O:16]1. The catalyst is C(Cl)Cl. The product is [Br:1][C:2]1[C:3]([CH3:9])=[C:4]([NH:5][C:15](=[O:14])[C:23]2[CH:22]=[C:21]([C:24]#[N:25])[CH:20]=[CH:19][C:18]=2[CH2:17][OH:16])[CH:6]=[CH:7][CH:8]=1. The yield is 0.140.